Dataset: Forward reaction prediction with 1.9M reactions from USPTO patents (1976-2016). Task: Predict the product of the given reaction. Given the reactants [NH2:1][CH2:2][CH2:3][CH2:4][N:5]1[CH2:10][CH2:9][O:8][CH2:7][CH2:6]1.CS(O[CH2:16][CH2:17][CH2:18][N:19]1[C:27]([O:28]C)=[N:26][C:25]2[C:20]1=[N:21][C:22]([O:31][CH2:32][CH2:33][CH2:34][CH3:35])=[N:23][C:24]=2[NH2:30])(=O)=O.[Cl-:36].[Na+].O, predict the reaction product. The product is: [ClH:36].[ClH:36].[ClH:36].[NH2:30][C:24]1[N:23]=[C:22]([O:31][CH2:32][CH2:33][CH2:34][CH3:35])[N:21]=[C:20]2[C:25]=1[NH:26][C:27](=[O:28])[N:19]2[CH2:18][CH2:17][CH2:16][NH:1][CH2:2][CH2:3][CH2:4][N:5]1[CH2:10][CH2:9][O:8][CH2:7][CH2:6]1.